The task is: Predict the reaction yield, written as a fraction of the theoretical maximum amount of product (1.0 means a 100% yield; for example, 0.34 means a 34% yield).. This data is from Reaction yield outcomes from USPTO patents with 853,638 reactions. (1) The reactants are Br[C:2]1[CH:7]=[CH:6][CH:5]=[CH:4][C:3]=1[CH:8]([C:10]1[CH:15]=[CH:14][CH:13]=[CH:12][CH:11]=1)[OH:9].[Li]CCCC.[SiH:21](Cl)([CH2:24][CH3:25])[CH2:22][CH3:23]. The catalyst is C1COCC1. The product is [CH2:22]([Si:21]1([CH2:24][CH3:25])[C:2]2[CH:7]=[CH:6][CH:5]=[CH:4][C:3]=2[CH:8]([C:10]2[CH:15]=[CH:14][CH:13]=[CH:12][CH:11]=2)[O:9]1)[CH3:23]. The yield is 0.410. (2) The reactants are [Br:1][C:2]1[C:3]([F:12])=[C:4]2[C:10]([NH2:11])=[CH:9][NH:8][C:5]2=[N:6][CH:7]=1.[CH3:13][C:14]1[C:15]([C:20](O)=[O:21])=[N:16][CH:17]=[CH:18][CH:19]=1.O=C1N(P(Cl)(N2CCOC2=O)=O)CCO1.C(N(CC)CC)C. The catalyst is C(Cl)Cl. The product is [Br:1][C:2]1[C:3]([F:12])=[C:4]2[C:10]([NH:11][C:20](=[O:21])[C:15]3[C:14]([CH3:13])=[CH:19][CH:18]=[CH:17][N:16]=3)=[CH:9][NH:8][C:5]2=[N:6][CH:7]=1. The yield is 0.650.